From a dataset of Catalyst prediction with 721,799 reactions and 888 catalyst types from USPTO. Predict which catalyst facilitates the given reaction. (1) Reactant: [CH:1]1([OH:5])[CH2:4][CH2:3][CH2:2]1.[C:6]1(=[O:10])[CH2:9][CH2:8][CH2:7]1. Product: [CH:1]1([OH:5])[CH2:4][CH2:3][CH2:2]1.[CH:9]1([CH2:6][OH:10])[CH2:7][CH2:8]1. The catalyst class is: 33. (2) Reactant: [Cl:1][C:2]1[CH:16]=[CH:15][C:5]([NH:6][CH2:7][CH2:8][CH2:9][N:10]2[CH:14]=[CH:13][N:12]=[CH:11]2)=[C:4]([N+:17]([O-])=O)[CH:3]=1. Product: [Cl:1][C:2]1[CH:3]=[C:4]([NH2:17])[C:5]([NH:6][CH2:7][CH2:8][CH2:9][N:10]2[CH:14]=[CH:13][N:12]=[CH:11]2)=[CH:15][CH:16]=1. The catalyst class is: 19. (3) Reactant: [C:1]([O:5][C:6]([N:8]1[CH2:17][CH2:16][C:15]2[C:10](=[C:11]([C:18]([OH:20])=O)[CH:12]=[CH:13][CH:14]=2)[CH:9]1[CH3:21])=[O:7])([CH3:4])([CH3:3])[CH3:2].C1CN([P+](ON2N=NC3C=CC=CC2=3)(N2CCCC2)N2CCCC2)CC1.F[P-](F)(F)(F)(F)F.C(N(CC)CC)C.[S:62]1[C:66]2[CH:67]=[CH:68][CH:69]=[CH:70][C:65]=2[N:64]=[C:63]1[NH2:71]. Product: [S:62]1[C:66]2[CH:67]=[CH:68][CH:69]=[CH:70][C:65]=2[N:64]=[C:63]1[NH:71][C:18]([C:11]1[CH:12]=[CH:13][CH:14]=[C:15]2[C:10]=1[CH:9]([CH3:21])[N:8]([C:6]([O:5][C:1]([CH3:3])([CH3:4])[CH3:2])=[O:7])[CH2:17][CH2:16]2)=[O:20]. The catalyst class is: 96. (4) Reactant: Br[C:2]1[C:11]2[CH2:10][O:9][C:8]([NH:12][C@H:13]3[C:21]4[C:16](=[CH:17][CH:18]=[CH:19][CH:20]=4)[CH2:15][CH2:14]3)=[N:7][C:6]=2[CH:5]=[CH:4][CH:3]=1.[F:22][C:23]1[CH:28]=[CH:27][C:26](B(O)O)=[CH:25][CH:24]=1.C(=O)([O-])[O-].[Na+].[Na+].O. Product: [F:22][C:23]1[CH:28]=[CH:27][C:26]([C:2]2[C:11]3[CH2:10][O:9][C:8]([NH:12][C@H:13]4[C:21]5[C:16](=[CH:17][CH:18]=[CH:19][CH:20]=5)[CH2:15][CH2:14]4)=[N:7][C:6]=3[CH:5]=[CH:4][CH:3]=2)=[CH:25][CH:24]=1. The catalyst class is: 57. (5) Reactant: [CH3:1][N:2]1[C:6]([CH2:7][CH2:8][C:9]2[NH:13][N:12]=[C:11]([NH2:14])[CH:10]=2)=[CH:5][C:4]([CH3:15])=[N:3]1.Cl[C:17]1[CH:22]=[CH:21][N:20]=[C:19]([NH:23][CH2:24][C:25]2[O:29][N:28]=[C:27]([CH3:30])[CH:26]=2)[N:18]=1. Product: [CH3:1][N:2]1[C:6]([CH2:7][CH2:8][C:9]2[NH:13][N:12]=[C:11]([NH:14][C:17]3[CH:22]=[CH:21][N:20]=[C:19]([NH:23][CH2:24][C:25]4[O:29][N:28]=[C:27]([CH3:30])[CH:26]=4)[N:18]=3)[CH:10]=2)=[CH:5][C:4]([CH3:15])=[N:3]1. The catalyst class is: 8. (6) Reactant: Cl[C:2]1[N:3]=[N:4][C:5]([Cl:22])=[CH:6][C:7]=1[C:8]([NH:10][CH2:11][C:12]1[CH:17]=[CH:16][C:15]([O:18][CH3:19])=[C:14]([O:20][CH3:21])[CH:13]=1)=[O:9].[NH:23]1[CH2:28][CH2:27][O:26][CH2:25][CH2:24]1. Product: [Cl:22][C:5]1[N:4]=[N:3][C:2]([N:23]2[CH2:28][CH2:27][O:26][CH2:25][CH2:24]2)=[C:7]([C:8]([NH:10][CH2:11][C:12]2[CH:17]=[CH:16][C:15]([O:18][CH3:19])=[C:14]([O:20][CH3:21])[CH:13]=2)=[O:9])[CH:6]=1. The catalyst class is: 22. (7) Product: [C:35]([O:75][C:72](=[O:74])[NH:27][C@H:28]([CH2:76][OH:79])[CH2:29][C:30]1[CH:25]=[CH:26][CH:66]=[C:67]([Br:2])[CH:62]=1)([CH3:36])([CH3:37])[CH3:38]. The catalyst class is: 19. Reactant: [K+].[Br-:2].C(OC(N1CCN(C2N=C3C(N=C([C:25]4[C:26](OC)=[N:27][CH:28]=[CH:29][C:30]=4I)N3)=C(C)N=2)CC1)=O)(C)(C)C.[C:35](OC(N1CCN(C2N=C(C)C(N)=C([N+]([O-])=O)N=2)CC1)=O)([CH3:38])([CH3:37])[CH3:36].[H][H].I[C:62]1[CH:67]=[CH:66]N=C(OC)C=1C=O.[C:72]([OH:75])(=[O:74])C.[C:76]([OH:79])(=O)C.IC1C=CC=CC=1. (8) Reactant: [F:1][C:2]([F:15])([F:14])[CH2:3][N:4]1[C:12]2[C:7](=[CH:8][CH:9]=[CH:10][CH:11]=2)[CH2:6][C:5]1=[O:13].[C:16](Cl)(=[O:18])[CH3:17].[Cl-].[Cl-].[Cl-].[Al+3]. Product: [C:16]([C:9]1[CH:8]=[C:7]2[C:12](=[CH:11][CH:10]=1)[N:4]([CH2:3][C:2]([F:1])([F:14])[F:15])[C:5](=[O:13])[CH2:6]2)(=[O:18])[CH3:17]. The catalyst class is: 534. (9) Reactant: [F:1][C:2]1[CH:7]=[CH:6][C:5]([C@@H:8]2[CH2:13][C@H:12]([O:14]S(C)(=O)=O)[CH2:11][CH2:10][N:9]2[C:19]([O:21][C:22]([CH3:25])([CH3:24])[CH3:23])=[O:20])=[CH:4][CH:3]=1.[C:26]([O-])(=[O:28])[CH3:27].[Na+]. Product: [C:26]([O:14][C@@H:12]1[CH2:11][CH2:10][N:9]([C:19]([O:21][C:22]([CH3:25])([CH3:24])[CH3:23])=[O:20])[C@@H:8]([C:5]2[CH:6]=[CH:7][C:2]([F:1])=[CH:3][CH:4]=2)[CH2:13]1)(=[O:28])[CH3:27]. The catalyst class is: 148. (10) Reactant: Br[C:2]1[CH:3]=[CH:4][CH:5]=[C:6]2[C:11]=1[N:10]=[C:9]([C:12]1[CH:17]=[CH:16][CH:15]=[CH:14][CH:13]=1)[CH:8]=[C:7]2[OH:18].[Cl-].[Li+].[CH2:21](C([SnH3])=C(CCCC)CCCC)[CH2:22]CC. Product: [C:12]1([C:9]2[CH:8]=[C:7]([OH:18])[C:6]3[C:11](=[C:2]([CH:21]=[CH2:22])[CH:3]=[CH:4][CH:5]=3)[N:10]=2)[CH:17]=[CH:16][CH:15]=[CH:14][CH:13]=1. The catalyst class is: 203.